Dataset: NCI-60 drug combinations with 297,098 pairs across 59 cell lines. Task: Regression. Given two drug SMILES strings and cell line genomic features, predict the synergy score measuring deviation from expected non-interaction effect. (1) Drug 1: CCC1(CC2CC(C3=C(CCN(C2)C1)C4=CC=CC=C4N3)(C5=C(C=C6C(=C5)C78CCN9C7C(C=CC9)(C(C(C8N6C)(C(=O)OC)O)OC(=O)C)CC)OC)C(=O)OC)O.OS(=O)(=O)O. Drug 2: CCN(CC)CCCC(C)NC1=C2C=C(C=CC2=NC3=C1C=CC(=C3)Cl)OC. Cell line: NCIH23. Synergy scores: CSS=20.2, Synergy_ZIP=-7.22, Synergy_Bliss=-2.11, Synergy_Loewe=-3.61, Synergy_HSA=-3.96. (2) Cell line: BT-549. Synergy scores: CSS=-2.00, Synergy_ZIP=-3.20, Synergy_Bliss=-6.73, Synergy_Loewe=-8.44, Synergy_HSA=-7.80. Drug 2: CC12CCC3C(C1CCC2OP(=O)(O)O)CCC4=C3C=CC(=C4)OC(=O)N(CCCl)CCCl.[Na+]. Drug 1: CC12CCC(CC1=CCC3C2CCC4(C3CC=C4C5=CN=CC=C5)C)O. (3) Drug 1: CCC1=CC2CC(C3=C(CN(C2)C1)C4=CC=CC=C4N3)(C5=C(C=C6C(=C5)C78CCN9C7C(C=CC9)(C(C(C8N6C)(C(=O)OC)O)OC(=O)C)CC)OC)C(=O)OC.C(C(C(=O)O)O)(C(=O)O)O. Drug 2: C#CCC(CC1=CN=C2C(=N1)C(=NC(=N2)N)N)C3=CC=C(C=C3)C(=O)NC(CCC(=O)O)C(=O)O. Cell line: HS 578T. Synergy scores: CSS=57.9, Synergy_ZIP=1.54, Synergy_Bliss=1.55, Synergy_Loewe=-1.49, Synergy_HSA=2.25. (4) Drug 1: CCCCC(=O)OCC(=O)C1(CC(C2=C(C1)C(=C3C(=C2O)C(=O)C4=C(C3=O)C=CC=C4OC)O)OC5CC(C(C(O5)C)O)NC(=O)C(F)(F)F)O. Drug 2: C1CN(CCN1C(=O)CCBr)C(=O)CCBr. Cell line: HOP-92. Synergy scores: CSS=34.7, Synergy_ZIP=-3.11, Synergy_Bliss=-3.09, Synergy_Loewe=-3.37, Synergy_HSA=-1.18. (5) Drug 1: CC1=CC2C(CCC3(C2CCC3(C(=O)C)OC(=O)C)C)C4(C1=CC(=O)CC4)C. Drug 2: C1=CN(C=N1)CC(O)(P(=O)(O)O)P(=O)(O)O. Cell line: NCI-H522. Synergy scores: CSS=3.33, Synergy_ZIP=-1.54, Synergy_Bliss=-1.28, Synergy_Loewe=-1.41, Synergy_HSA=-1.05. (6) Drug 1: CC1=C(C(=CC=C1)Cl)NC(=O)C2=CN=C(S2)NC3=CC(=NC(=N3)C)N4CCN(CC4)CCO. Drug 2: C1CN(P(=O)(OC1)NCCCl)CCCl. Cell line: DU-145. Synergy scores: CSS=-10.6, Synergy_ZIP=-0.0628, Synergy_Bliss=-7.78, Synergy_Loewe=-15.8, Synergy_HSA=-10.9.